From a dataset of Human Reference Interactome with 51,813 positive PPI pairs across 8,248 proteins, plus equal number of experimentally-validated negative pairs. Binary Classification. Given two protein amino acid sequences, predict whether they physically interact or not. (1) Protein 1 (ENSG00000081189) has sequence MGRKKIQITRIMDERNRQVTFTKRKFGLMKKAYELSVLCDCEIALIIFNSTNKLFQYASTDMDKVLLKYTEYNEPHESRTNSDIVETLRKKGLNGCDSPDPDADDSALNKKENKGCESPDPDSSYALTPRTEEKYKKINEEFDNMIKSHKIPAVPPPNFEMPVSIPVSSHNSLVYSNPVSSLGNPNLLPLAHPSLQRNSMSPGVTHRPPSAGNTGGLMGGDLTSGAGTSAGNGYGNPRNSPGLLVSPGNLNKNMQAKSPPPMNLGMNNRKPDLRVLIPPGSKNTMPSVNQRINNSQSAQS.... Protein 2 (ENSG00000065534) has sequence MGDVKLVASSHISKTSLSVDPSRVDSMPLTEAPAFILPPRNLCIKEGATAKFEGRVRGYPEPQVTWHRNGQPITSGGRFLLDCGIRGTFSLVIHAVHEEDRGKYTCEATNGSGARQVTVELTVEGSFAKQLGQPVVSKTLGDRFSAPAVETRPSIWGECPPKFATKLGRVVVKEGQMGRFSCKITGRPQPQVTWLKGNVPLQPSARVSVSEKNGMQVLEIHGVNQDDVGVYTCLVVNGSGKASMSAELSIQGLDSANRSFVRETKATNSDVRKEVTNVISKESKLDSLEAAAKSKNCSSP.... Result: 0 (the proteins do not interact). (2) Protein 1 (ENSG00000173480) has sequence MAAAAPRRPTQQGTVTFEDVAVNFSQEEWCLLSEAQRCLYRDVMLENLALISSLGCWCGSKDEEAPCKQRISVQRESQSRTPRAGVSPKKAHPCEMCGLILEDVFHFADHQETHHKQKLNRSGACGKNLDDTAYLHQHQKQHIGEKFYRKSVREASFVKKRKLRVSQEPFVFREFGKDVLPSSGLCQEAAAVEKTDSETMHGPPFQEGKTNYSCGKRTKAFSTKHSVIPHQKLFTRDGCYVCSDCGKSFSRYVSFSNHQRDHTAKGPYDCGECGKSYSRKSSLIQHQRVHTGKTAYPCEE.... Protein 2 (ENSG00000187690) has sequence MATQSDMEKEQKHQQDEGQGGLNNETALASGDACGTGNQDPAASVTTVSSQASPSGGAALSSSTAGSSAAAATSAAIFITDEASGLPIIAAVLTERHSDRQDCRSPHEVFGCVVPEGGSQAAVGPQKATGHADEHLAQTKSPGNSRRRKQPCRNQAAPAQKPPGRRLFPEPLPPSSPGFRPSSYPCSGASTSSQATQPGPALLSHASEARPATRSRITLVASALRRRASGPGPVIRGCTAQPGPAFPHRATHLDPARLSPESAPGPARRGRASVPGPARRGCDSAPGPARRGRDSAPVSA.... Result: 1 (the proteins interact).